This data is from Forward reaction prediction with 1.9M reactions from USPTO patents (1976-2016). The task is: Predict the product of the given reaction. (1) Given the reactants Br[C:2]1[CH:3]=[C:4]2[C:8](=[CH:9][CH:10]=1)[N:7]([CH2:11][CH2:12][N:13]1[CH2:17][CH2:16][CH2:15][CH2:14]1)[N:6]=[CH:5]2.[Cl:18][C:19]1[CH:24]=[CH:23][C:22]([C:25]2[O:33][C:32]3[CH:31]=[CH:30][NH:29][C:28](=[O:34])[C:27]=3[CH:26]=2)=[CH:21][CH:20]=1.C([O-])([O-])=O.[Cs+].[Cs+].CN[C@@H]1CCCC[C@H]1NC, predict the reaction product. The product is: [Cl:18][C:19]1[CH:20]=[CH:21][C:22]([C:25]2[O:33][C:32]3[CH:31]=[CH:30][N:29]([C:2]4[CH:3]=[C:4]5[C:8](=[CH:9][CH:10]=4)[N:7]([CH2:11][CH2:12][N:13]4[CH2:17][CH2:16][CH2:15][CH2:14]4)[N:6]=[CH:5]5)[C:28](=[O:34])[C:27]=3[CH:26]=2)=[CH:23][CH:24]=1. (2) The product is: [Cl:1][C:2]1[C:3]2[CH:26]=[CH:25][N:10]([C@@H:11]3[CH2:16][CH2:15][NH:14][CH2:13][C@@H:12]3[F:24])[C:8](=[O:9])[C:4]=2[NH:5][C:6]=1[CH3:7]. Given the reactants [Cl:1][C:2]1[CH:3]=[C:4]([C:8]([N:10]([CH2:25][CH:26]2OCCO2)[C@@H:11]2[CH2:16][CH2:15][N:14](C(OC(C)(C)C)=O)[CH2:13][C@@H:12]2[F:24])=[O:9])[NH:5][C:6]=1[CH3:7].C(N1CCC(N2C=CC3C(Cl)=C(C)NC=3C2=O)CC1)C1C=CC=CC=1, predict the reaction product. (3) Given the reactants [OH:1][C:2]1[CH:11]=[CH:10][CH:9]=[C:8]2[C:3]=1[CH:4]=[CH:5][N:6]=[CH:7]2.[O:12]1[C:16]2[CH:17]=[CH:18]C=CC=2N=C1, predict the reaction product. The product is: [O:12]1[CH2:16][CH:17]1[CH2:18][O:1][C:2]1[CH:11]=[CH:10][CH:9]=[C:8]2[C:3]=1[CH:4]=[CH:5][N:6]=[CH:7]2. (4) The product is: [NH:27]1[C:1]([C:3]2[CH:4]=[C:5]([CH:24]=[CH:25][CH:26]=2)[O:6][C:7]2[C:12]([O:13][CH2:14][CH2:15][CH2:16][C:17]3[CH:22]=[CH:21][N:20]=[CH:19][C:18]=3[OH:23])=[CH:11][CH:10]=[CH:9][N:8]=2)=[N:2][N:29]=[N:28]1. Given the reactants [C:1]([C:3]1[CH:4]=[C:5]([CH:24]=[CH:25][CH:26]=1)[O:6][C:7]1[C:12]([O:13][CH2:14][CH2:15][CH2:16][C:17]2[CH:22]=[CH:21][N:20]=[CH:19][C:18]=2[OH:23])=[CH:11][CH:10]=[CH:9][N:8]=1)#[N:2].[N-:27]=[N+:28]=[N-:29].[Na+].[Cl-].[NH4+], predict the reaction product. (5) Given the reactants [CH2:1]([C:5]1[CH:10]=[C:9](Cl)[N:8]=[C:7]([S:12][CH3:13])[N:6]=1)[CH2:2][CH:3]=[CH2:4].[O:14]1[CH:18]=[CH:17][CH:16]=[C:15]1B(O)O.C([O-])([O-])=O.[Na+].[Na+], predict the reaction product. The product is: [CH2:1]([C:5]1([C:15]2[O:14][CH:18]=[CH:17][CH:16]=2)[CH:10]=[CH:9][N:8]=[C:7]([S:12][CH3:13])[NH:6]1)[CH2:2][CH:3]=[CH2:4]. (6) Given the reactants C(O[C:4](OCC)([CH2:12][CH2:13][C:14]([O:16][CH2:17][CH3:18])=[O:15])[CH2:5][CH2:6][C:7]([O:9][CH2:10][CH3:11])=[O:8])C.[Br:22][C:23]1[CH:29]=[CH:28][CH:27]=[C:26]([F:30])[C:24]=1[NH2:25].C(O)(=O)C, predict the reaction product. The product is: [Br:22][C:23]1[CH:29]=[CH:28][CH:27]=[C:26]([F:30])[C:24]=1[N:25]=[C:4]([CH2:5][CH2:6][C:7]([O:9][CH2:10][CH3:11])=[O:8])[CH2:12][CH2:13][C:14]([O:16][CH2:17][CH3:18])=[O:15]. (7) Given the reactants [CH2:1]([C:4]1[C:11]([O:12][CH3:13])=[CH:10][C:7]([CH2:8][OH:9])=[C:6]([N+:14]([O-:16])=[O:15])[CH:5]=1)[CH:2]=[CH2:3].N1C=CN=C1.[Si:22](Cl)([C:25]([CH3:28])([CH3:27])[CH3:26])([CH3:24])[CH3:23], predict the reaction product. The product is: [CH2:1]([C:4]1[C:11]([O:12][CH3:13])=[CH:10][C:7]([CH2:8][O:9][Si:22]([C:25]([CH3:28])([CH3:27])[CH3:26])([CH3:24])[CH3:23])=[C:6]([N+:14]([O-:16])=[O:15])[CH:5]=1)[CH:2]=[CH2:3]. (8) Given the reactants Br[C:2]1[C:3]2[O:12][C:11]([CH2:13][N:14]3[CH2:19][CH2:18][N:17]([S:20]([CH3:23])(=[O:22])=[O:21])[CH2:16][C@H:15]3[CH3:24])=[CH:10][C:4]=2[C:5](=[O:9])[N:6]([CH3:8])[CH:7]=1.[CH3:25][N:26]([C:30]1[CH:35]=[C:34](B2OC(C)(C)C(C)(C)O2)[CH:33]=[CH:32][N:31]=1)[C:27](=[O:29])[CH3:28].C(=O)([O-])[O-].[Na+].[Na+], predict the reaction product. The product is: [CH3:25][N:26]([C:30]1[CH:35]=[C:34]([C:2]2[C:3]3[O:12][C:11]([CH2:13][N:14]4[CH2:19][CH2:18][N:17]([S:20]([CH3:23])(=[O:22])=[O:21])[CH2:16][C@H:15]4[CH3:24])=[CH:10][C:4]=3[C:5](=[O:9])[N:6]([CH3:8])[CH:7]=2)[CH:33]=[CH:32][N:31]=1)[C:27](=[O:29])[CH3:28]. (9) Given the reactants [CH3:1][S:2][C:3]1[N:12]=[C:11]2[C:6]([CH:7]=[C:8]([C:17]([O:19]CC)=[O:18])[C:9]([C:13]([F:16])([F:15])[F:14])=[N:10]2)=[CH:5][CH:4]=1.O.[OH-].[Na+].Cl, predict the reaction product. The product is: [CH3:1][S:2][C:3]1[N:12]=[C:11]2[C:6]([CH:7]=[C:8]([C:17]([OH:19])=[O:18])[C:9]([C:13]([F:16])([F:14])[F:15])=[N:10]2)=[CH:5][CH:4]=1. (10) Given the reactants [CH:1](=[O:5])[CH2:2][CH2:3][CH3:4].[CH2:6](O)[CH2:7][CH2:8][OH:9], predict the reaction product. The product is: [CH2:2]([CH:1]1[O:9][CH2:8][CH2:7][CH2:6][O:5]1)[CH2:3][CH3:4].